Dataset: Full USPTO retrosynthesis dataset with 1.9M reactions from patents (1976-2016). Task: Predict the reactants needed to synthesize the given product. (1) Given the product [C:24]([C:11]1[C:12]2[S:16][C:15]([NH:17][C:18]([NH:20][CH2:21][CH3:22])=[O:19])=[N:14][C:13]=2[CH:23]=[C:9]([O:8][CH2:1][C:2]2[CH:3]=[CH:4][CH:5]=[CH:6][CH:7]=2)[CH:10]=1)(=[O:26])[CH3:25], predict the reactants needed to synthesize it. The reactants are: [CH2:1]([O:8][C:9]1[CH:10]=[C:11]([C:24]([O:26]CC)=[CH2:25])[C:12]2[S:16][C:15]([NH:17][C:18]([NH:20][CH2:21][CH3:22])=[O:19])=[N:14][C:13]=2[CH:23]=1)[C:2]1[CH:7]=[CH:6][CH:5]=[CH:4][CH:3]=1.Cl. (2) Given the product [Br:1][C:2]1[CH:7]=[CH:6][N:5]=[CH:4][C:3]=1[NH:8][CH3:9], predict the reactants needed to synthesize it. The reactants are: [Br:1][C:2]1[CH:7]=[CH:6][N:5]=[CH:4][C:3]=1[NH2:8].[CH:9](OC)(OC)OC.[H-].[H-].[H-].[H-].[Li+].[Al+3]. (3) Given the product [CH3:42][O:41][C:38]1[CH:39]=[CH:40][C:35]([NH:34][C:31]2[CH:30]=[CH:29][C:28]([CH2:27][NH:26][C:23]([C@:18]3([NH:17][C:15]([C:11]4[CH:10]=[C:9]([NH:8][C:6](=[O:7])[O:5][C:1]([CH3:4])([CH3:2])[CH3:3])[CH:14]=[N:13][CH:12]=4)=[O:16])[CH2:22][CH2:21][O:20][CH2:19]3)=[O:24])=[N:33][CH:32]=2)=[C:36]([C:43]([F:46])([F:44])[F:45])[CH:37]=1, predict the reactants needed to synthesize it. The reactants are: [C:1]([O:5][C:6]([NH:8][C:9]1[CH:10]=[C:11]([C:15]([NH:17][C@@:18]2([C:23](O)=[O:24])[CH2:22][CH2:21][O:20][CH2:19]2)=[O:16])[CH:12]=[N:13][CH:14]=1)=[O:7])([CH3:4])([CH3:3])[CH3:2].[NH2:26][CH2:27][C:28]1[N:33]=[CH:32][C:31]([NH:34][C:35]2[CH:40]=[CH:39][C:38]([O:41][CH3:42])=[CH:37][C:36]=2[C:43]([F:46])([F:45])[F:44])=[CH:30][CH:29]=1. (4) Given the product [CH3:27][C:25]([C:19]1[CH:24]=[CH:23][CH:22]=[CH:21][CH:20]=1)=[CH2:26].[CH3:27][C:25]([C:19]1[CH:24]=[CH:23][CH:22]=[CH:21][CH:20]=1)=[CH2:26], predict the reactants needed to synthesize it. The reactants are: C1C(Cl)=CC=C(Cl)C=1.C(OCC1OC1)(=O)C(C)=C.[C:19]1([C:25]([CH2:27]C(C2C=CC=CC=2)(C)C)=[CH2:26])[CH:24]=[CH:23][CH:22]=[CH:21][CH:20]=1. (5) Given the product [CH3:1][N:2]1[CH2:3][CH:4]=[C:5]([C:8]2[C:16]3[C:11](=[CH:12][CH:13]=[N:14][CH:15]=3)[N:10]([S:23]([C:17]3[CH:22]=[CH:21][CH:20]=[CH:19][CH:18]=3)(=[O:25])=[O:24])[CH:9]=2)[CH2:6][CH2:7]1, predict the reactants needed to synthesize it. The reactants are: [CH3:1][N:2]1[CH2:7][CH:6]=[C:5]([C:8]2[C:16]3[C:11](=[CH:12][CH:13]=[N:14][CH:15]=3)[NH:10][CH:9]=2)[CH2:4][CH2:3]1.[C:17]1([S:23](Cl)(=[O:25])=[O:24])[CH:22]=[CH:21][CH:20]=[CH:19][CH:18]=1.C[Si]([N-][Si](C)(C)C)(C)C.[Na+].